From a dataset of Full USPTO retrosynthesis dataset with 1.9M reactions from patents (1976-2016). Predict the reactants needed to synthesize the given product. (1) Given the product [CH:1]([C@@H:4]1[C:9]([O:10][CH3:11])=[N:8][C@@H:7]([CH2:15][C:16]2[N:20]=[C:19]([C:21]3[CH:22]=[CH:23][CH:24]=[CH:25][CH:26]=3)[O:18][N:17]=2)[C:6]([O:12][CH3:13])=[N:5]1)([CH3:3])[CH3:2], predict the reactants needed to synthesize it. The reactants are: [CH:1]([CH:4]1[C:9]([O:10][CH3:11])=[N:8][CH2:7][C:6]([O:12][CH3:13])=[N:5]1)([CH3:3])[CH3:2].Cl[CH2:15][C:16]1[N:20]=[C:19]([C:21]2[CH:26]=[CH:25][CH:24]=[CH:23][CH:22]=2)[O:18][N:17]=1. (2) Given the product [ClH:23].[CH:1]([C:4]1[CH:5]=[CH:6][C:7]2[NH:12][C:13]3[CH:18]=[CH:17][CH:16]=[CH:15][C:14]=3[N:19]=[C:9]([NH2:10])[C:8]=2[CH:11]=1)([CH3:3])[CH3:2], predict the reactants needed to synthesize it. The reactants are: [CH:1]([C:4]1[CH:5]=[CH:6][C:7]([NH:12][C:13]2[CH:18]=[CH:17][CH:16]=[CH:15][C:14]=2[N+:19]([O-])=O)=[C:8]([CH:11]=1)[C:9]#[N:10])([CH3:3])[CH3:2].[Sn](Cl)[Cl:23]. (3) Given the product [F:1][C:2]1[CH:10]=[CH:9][C:5]([C:6]([O:8][CH3:12])=[O:7])=[CH:4][C:3]=1[OH:11], predict the reactants needed to synthesize it. The reactants are: [F:1][C:2]1[CH:10]=[CH:9][C:5]([C:6]([OH:8])=[O:7])=[CH:4][C:3]=1[OH:11].[CH3:12]OC(OC)OC.S(=O)(=O)(O)O. (4) The reactants are: [CH2:1]([O:8][C:9]1[CH:14]=[CH:13][CH:12]=[C:11]([N+:15]([O-:17])=[O:16])[C:10]=1Cl)[C:2]1[CH:7]=[CH:6][CH:5]=[CH:4][CH:3]=1.O.O.O.O.O.O.O.O.O.[S-2:28].[Na+].[Na+].CCOCC.Cl. Given the product [CH2:1]([O:8][C:9]1[CH:14]=[CH:13][CH:12]=[C:11]([N+:15]([O-:17])=[O:16])[C:10]=1[SH:28])[C:2]1[CH:7]=[CH:6][CH:5]=[CH:4][CH:3]=1, predict the reactants needed to synthesize it. (5) Given the product [Cl:1][C:2]1[CH:3]=[C:4]([C:9]([C:12]2[N:16]([C:17]3[CH:18]=[CH:19][C:20]([F:23])=[CH:21][CH:22]=3)[CH:15]=[N:14][CH:13]=2)([CH3:11])[CH3:10])[CH:5]=[CH:6][C:7]=1[Cl:8], predict the reactants needed to synthesize it. The reactants are: [Cl:1][C:2]1[CH:3]=[C:4]([C:9]([C:12]2[N:16]([C:17]3[CH:22]=[CH:21][C:20]([F:23])=[CH:19][CH:18]=3)[C:15](S)=[N:14][CH:13]=2)([CH3:11])[CH3:10])[CH:5]=[CH:6][C:7]=1[Cl:8].OO.[OH-].[Na+]. (6) Given the product [CH2:1]([N:8]1[CH:12]=[C:11]([CH2:13][C:14]([O:16][CH2:17][CH3:18])=[O:15])[C:10]([O:19][CH2:21][C:22]2[CH:23]=[CH:24][C:25]([O:26][CH2:27][C:28]3[N:29]=[C:30]([C:34]4[CH:39]=[CH:38][CH:37]=[CH:36][CH:35]=4)[O:31][C:32]=3[CH3:33])=[CH:40][CH:41]=2)=[N:9]1)[C:2]1[CH:3]=[CH:4][CH:5]=[CH:6][CH:7]=1, predict the reactants needed to synthesize it. The reactants are: [CH2:1]([N:8]1[CH:12]=[C:11]([CH2:13][C:14]([O:16][CH2:17][CH3:18])=[O:15])[C:10]([OH:19])=[N:9]1)[C:2]1[CH:7]=[CH:6][CH:5]=[CH:4][CH:3]=1.Cl[CH2:21][C:22]1[CH:41]=[CH:40][C:25]([O:26][CH2:27][C:28]2[N:29]=[C:30]([C:34]3[CH:39]=[CH:38][CH:37]=[CH:36][CH:35]=3)[O:31][C:32]=2[CH3:33])=[CH:24][CH:23]=1.C(=O)([O-])[O-].[K+].[K+].CN(C)C=O.